From a dataset of Reaction yield outcomes from USPTO patents with 853,638 reactions. Predict the reaction yield, written as a fraction of the theoretical maximum amount of product (1.0 means a 100% yield; for example, 0.34 means a 34% yield). (1) The reactants are C([O:4][CH2:5][C:6]([CH3:50])([CH3:49])[CH2:7][N:8]1[C:14]2[CH:15]=[CH:16][C:17]([Cl:19])=[CH:18][C:13]=2[C@@H:12]([C:20]2[CH:25]=[CH:24][CH:23]=[C:22]([O:26][CH3:27])[C:21]=2[O:28][CH3:29])[O:11][C@H:10]([CH2:30][C:31]([NH:33][C:34]2[C:35]([CH3:47])=[C:36]([CH2:40][CH2:41][C:42]([O:44]CC)=[O:43])[CH:37]=[CH:38][CH:39]=2)=[O:32])[C:9]1=[O:48])(=O)C.[OH-].[Na+].C(O)C. The catalyst is O. The product is [Cl:19][C:17]1[CH:16]=[CH:15][C:14]2[N:8]([CH2:7][C:6]([CH3:50])([CH3:49])[CH2:5][OH:4])[C:9](=[O:48])[C@@H:10]([CH2:30][C:31]([NH:33][C:34]3[C:35]([CH3:47])=[C:36]([CH2:40][CH2:41][C:42]([OH:44])=[O:43])[CH:37]=[CH:38][CH:39]=3)=[O:32])[O:11][C@H:12]([C:20]3[CH:25]=[CH:24][CH:23]=[C:22]([O:26][CH3:27])[C:21]=3[O:28][CH3:29])[C:13]=2[CH:18]=1. The yield is 0.600. (2) The reactants are [CH3:1][O:2][C:3]1[CH:4]=[C:5]2[C:10](=[CH:11][C:12]=1[O:13][CH3:14])[N:9]=[CH:8][CH:7]=[C:6]2[O:15][C:16]1[C:22]([CH3:23])=[CH:21][C:19]([NH2:20])=[C:18]([CH3:24])[CH:17]=1.Cl[C:26](Cl)([O:28][C:29](=[O:35])OC(Cl)(Cl)Cl)Cl.[CH3:37][N:38]([CH3:46])[CH2:39][CH2:40][CH2:41][CH2:42][CH2:43]CO.C(=O)(O)[O-].[Na+]. The catalyst is C(Cl)Cl.C(N(CC)CC)C.C1(C)C=CC=CC=1. The product is [CH3:1][O:2][C:3]1[CH:4]=[C:5]2[C:10](=[CH:11][C:12]=1[O:13][CH3:14])[N:9]=[CH:8][CH:7]=[C:6]2[O:15][C:16]1[C:22]([CH3:23])=[CH:21][C:19]([NH:20][C:29](=[O:35])[O:28][CH2:26][CH2:43][CH2:42][CH2:41][CH2:40][CH2:39][N:38]([CH3:46])[CH3:37])=[C:18]([CH3:24])[CH:17]=1. The yield is 0.560.